From a dataset of Catalyst prediction with 721,799 reactions and 888 catalyst types from USPTO. Predict which catalyst facilitates the given reaction. (1) Reactant: [CH:1]1([CH:7]([NH:10]S(C(C)(C)C)=O)[CH2:8][CH3:9])[CH2:6][CH2:5][CH2:4][CH2:3][CH2:2]1.[ClH:17].C(OCC)C. Product: [ClH:17].[CH:1]1([CH:7]([NH2:10])[CH2:8][CH3:9])[CH2:6][CH2:5][CH2:4][CH2:3][CH2:2]1. The catalyst class is: 71. (2) Reactant: N([O-])=O.[Na+].FC(F)(F)C([O-])=O.[CH2:12]([O:14][C:15]([C:17]1[CH:18]=[N:19][N:20]2[CH:25]=[CH:24][C:23]([NH3+])=[C:22]([F:27])[C:21]=12)=[O:16])[CH3:13].[BrH:28]. Product: [Br:28][C:23]1[CH:24]=[CH:25][N:20]2[N:19]=[CH:18][C:17]([C:15]([O:14][CH2:12][CH3:13])=[O:16])=[C:21]2[C:22]=1[F:27]. The catalyst class is: 6. (3) Reactant: [CH3:1][S:2]([C:5]1[CH:10]=[CH:9][C:8]([C:11]2[CH:16]=[CH:15][C:14]([O:17][CH2:18][CH:19]3[CH2:24][CH2:23][N:22]([C:25]([C:27]4([C:30]([F:33])([F:32])[F:31])[CH2:29][CH2:28]4)=O)[CH2:21][CH2:20]3)=[CH:13][CH:12]=2)=[CH:7][CH:6]=1)(=[O:4])=[O:3].[H-].[H-].[H-].[H-].[Li+].[Al+3].O. Product: [CH3:1][S:2]([C:5]1[CH:10]=[CH:9][C:8]([C:11]2[CH:12]=[CH:13][C:14]([O:17][CH2:18][CH:19]3[CH2:20][CH2:21][N:22]([CH2:25][C:27]4([C:30]([F:32])([F:33])[F:31])[CH2:28][CH2:29]4)[CH2:23][CH2:24]3)=[CH:15][CH:16]=2)=[CH:7][CH:6]=1)(=[O:4])=[O:3]. The catalyst class is: 1. (4) Reactant: [CH3:1][C:2]1[CH:7]=[CH:6][C:5]([C:8]2[CH:13]=[CH:12][CH:11]=[CH:10][C:9]=2[C:14]([NH:16][C:17]2[CH:22]=[CH:21][C:20]([CH2:23][C:24](O)=[O:25])=[CH:19][CH:18]=2)=[O:15])=[CH:4][CH:3]=1.C1C=CC2N(O)N=NC=2C=1.CCN=C=NCCCN(C)C.Cl.[NH2:49][C:50]1[CH:55]=[CH:54][CH:53]=[CH:52][N:51]=1. Product: [CH3:1][C:2]1[CH:3]=[CH:4][C:5]([C:8]2[C:9]([C:14]([NH:16][C:17]3[CH:18]=[CH:19][C:20]([CH2:23][C:24](=[O:25])[NH:49][C:50]4[CH:55]=[CH:54][CH:53]=[CH:52][N:51]=4)=[CH:21][CH:22]=3)=[O:15])=[CH:10][CH:11]=[CH:12][CH:13]=2)=[CH:6][CH:7]=1. The catalyst class is: 255. (5) The catalyst class is: 39. Product: [N:31]([CH2:25][CH2:24][O:23][CH:9]([C:3]1[CH:4]=[CH:5][CH:6]=[C:7]([F:8])[C:2]=1[F:1])[C@@H:10]1[CH2:15][CH2:14][CH2:13][N:12]([C:16]([O:18][C:19]([CH3:22])([CH3:21])[CH3:20])=[O:17])[CH2:11]1)=[N+:32]=[N-:33]. Reactant: [F:1][C:2]1[C:7]([F:8])=[CH:6][CH:5]=[CH:4][C:3]=1[CH:9]([O:23][CH2:24][CH2:25]OS(C)(=O)=O)[C@@H:10]1[CH2:15][CH2:14][CH2:13][N:12]([C:16]([O:18][C:19]([CH3:22])([CH3:21])[CH3:20])=[O:17])[CH2:11]1.[N-:31]=[N+:32]=[N-:33].[Na+]. (6) Reactant: [CH3:1][C:2]1[CH:7]=[CH:6][C:5]([C:8]2[CH:13]=[C:12]([S:14]([CH3:17])(=[O:16])=[O:15])[CH:11]=[C:10]([C:18](O)=[O:19])[CH:9]=2)=[CH:4][CH:3]=1.Cl.CN(C)CCCN=C=NCC.O.ON1C2C=CC=CC=2N=N1.[NH2:44][C@@H:45]([C:48]1[CH:49]=[N:50][C:51]([O:54][CH3:55])=[CH:52][CH:53]=1)[CH2:46][OH:47].C(N(CC)C(C)C)(C)C. Product: [OH:47][CH2:46][C@@H:45]([NH:44][C:18]([C:10]1[CH:9]=[C:8]([C:5]2[CH:4]=[CH:3][C:2]([CH3:1])=[CH:7][CH:6]=2)[CH:13]=[C:12]([S:14]([CH3:17])(=[O:15])=[O:16])[CH:11]=1)=[O:19])[C:48]1[CH:49]=[N:50][C:51]([O:54][CH3:55])=[CH:52][CH:53]=1. The catalyst class is: 2. (7) Reactant: [OH:1][C:2]1([CH3:20])[C:7](=[N:8][CH2:9][C:10]([O:12]C(C)(C)C)=O)[CH2:6][CH:5]2[CH2:17][CH:3]1[C:4]2([CH3:19])[CH3:18].[CH3:21][Si](C)(C)[N-][Si](C)(C)C.[Li+].[Br:31][C:32]1[CH:37]=[C:36]([CH2:38]Br)[CH:35]=[CH:34][C:33]=1[C:40]([P:43](=[O:50])([O:47][CH2:48][CH3:49])[O:44][CH2:45][CH3:46])([F:42])[F:41].[Cl-].[NH4+]. Product: [Br:31][C:32]1[CH:37]=[C:36]([CH2:38][C@H:9](/[N:8]=[C:7]2\[C:2]([OH:1])([CH3:20])[CH:3]3[CH2:17][CH:5]([CH2:6]\2)[C:4]3([CH3:18])[CH3:19])[C:10](=[O:12])[CH3:21])[CH:35]=[CH:34][C:33]=1[C:40]([P:43](=[O:50])([O:47][CH2:48][CH3:49])[O:44][CH2:45][CH3:46])([F:42])[F:41]. The catalyst class is: 1. (8) Reactant: C1(C)C=CC(S(O)(=O)=O)=CC=1.[C:12]([C:15]1[CH:20]=[CH:19][C:18]([NH:21][CH2:22][C:23]2[N:27]([CH3:28])[C:26]3[CH:29]=[CH:30][C:31]([C@@:33]([NH:42][CH2:43][C:44]([O:46]CC)=[O:45])([C:35]([N:37]4[CH2:41][CH2:40][CH2:39][CH2:38]4)=[O:36])[CH3:34])=[CH:32][C:25]=3[N:24]=2)=[CH:17][CH:16]=1)(=[NH:14])[NH2:13].[OH-].[K+].O.C1(C)C=CC(S(O)(=O)=O)=CC=1. Product: [C:12]([C:15]1[CH:16]=[CH:17][C:18]([NH:21][CH2:22][C:23]2[N:27]([CH3:28])[C:26]3[CH:29]=[CH:30][C:31]([C@@:33]([NH:42][CH2:43][C:44]([OH:46])=[O:45])([C:35]([N:37]4[CH2:41][CH2:40][CH2:39][CH2:38]4)=[O:36])[CH3:34])=[CH:32][C:25]=3[N:24]=2)=[CH:19][CH:20]=1)(=[NH:13])[NH2:14]. The catalyst class is: 5. (9) Reactant: [NH:1]1[C:9]2[C:4](=[CH:5][CH:6]=[CH:7][CH:8]=2)[C:3]([C:10]([NH2:12])=O)=[N:2]1.ClCCl.FC(F)(F)C(OC(=O)C(F)(F)F)=O. Product: [NH:1]1[C:9]2[C:4](=[CH:5][CH:6]=[CH:7][CH:8]=2)[C:3]([C:10]#[N:12])=[N:2]1. The catalyst class is: 17.